Predict which catalyst facilitates the given reaction. From a dataset of Catalyst prediction with 721,799 reactions and 888 catalyst types from USPTO. (1) Reactant: [CH2:1]([N:3]1[CH2:8][CH2:7][C:6]([C:10]2[S:11][C:12]([C:15]3[CH:20]=[CH:19][C:18]([NH:21]C(=O)OC(C)(C)C)=[C:17]([F:29])[CH:16]=3)=[CH:13][N:14]=2)([OH:9])[CH2:5][CH2:4]1)[CH3:2].FC(F)(F)C(O)=O. Product: [NH2:21][C:18]1[CH:19]=[CH:20][C:15]([C:12]2[S:11][C:10]([C:6]3([OH:9])[CH2:7][CH2:8][N:3]([CH2:1][CH3:2])[CH2:4][CH2:5]3)=[N:14][CH:13]=2)=[CH:16][C:17]=1[F:29]. The catalyst class is: 4. (2) Reactant: [CH3:1][CH:2]([NH:10][C:11]([C:13]1[C:21]2[C:16](=[N:17][CH:18]=[C:19]([C:22]3[C:30]4[C:25](=[CH:26][C:27]([F:31])=[CH:28][CH:29]=4)[NH:24][N:23]=3)[N:20]=2)[N:15]([CH2:32][O:33][CH2:34][CH2:35][Si:36]([CH3:39])([CH3:38])[CH3:37])[CH:14]=1)=[O:12])[CH2:3][C:4]1[CH:9]=[CH:8][CH:7]=[CH:6][N:5]=1.[H-].[Na+].Cl.Br[CH2:44][CH2:45][N:46]1[CH2:50][CH2:49][CH2:48][CH2:47]1. Product: [CH3:1][CH:2]([NH:10][C:11]([C:13]1[C:21]2[C:16](=[N:17][CH:18]=[C:19]([C:22]3[C:30]4[C:25](=[CH:26][C:27]([F:31])=[CH:28][CH:29]=4)[N:24]([CH2:44][CH2:45][N:46]4[CH2:50][CH2:49][CH2:48][CH2:47]4)[N:23]=3)[N:20]=2)[N:15]([CH2:32][O:33][CH2:34][CH2:35][Si:36]([CH3:37])([CH3:39])[CH3:38])[CH:14]=1)=[O:12])[CH2:3][C:4]1[CH:9]=[CH:8][CH:7]=[CH:6][N:5]=1. The catalyst class is: 3. (3) Reactant: [NH:1]1[C:9]2[C:4](=[CH:5][C:6]([NH:10][CH:11]3[CH2:16][CH2:15][C:14](=O)[CH2:13][CH2:12]3)=[CH:7][CH:8]=2)[CH:3]=[N:2]1.S1C=CC=C1[CH2:23][CH2:24][NH2:25].[C:26](O[BH-](OC(=O)C)OC(=O)C)(=O)C.[Na+].Cl.CO. Product: [NH:1]1[C:9]2[C:4](=[CH:5][C:6]([NH:10][CH:11]3[CH2:16][CH2:15][CH:14]([NH:25][CH:24]([CH3:23])[CH3:26])[CH2:13][CH2:12]3)=[CH:7][CH:8]=2)[CH:3]=[N:2]1. The catalyst class is: 5. (4) Reactant: S=[C:2]1[CH2:8][CH2:7][C:6](=[O:9])[C:5]2[CH:10]=[CH:11][CH:12]=[CH:13][C:4]=2[NH:3]1.[C:14]([NH:17][NH2:18])(=O)[CH3:15]. Product: [CH3:15][C:14]1[N:3]2[C:4]3[CH:13]=[CH:12][CH:11]=[CH:10][C:5]=3[C:6](=[O:9])[CH2:7][CH2:8][C:2]2=[N:18][N:17]=1. The catalyst class is: 51. (5) Reactant: [C:1]([NH:4][C:5]1[C:6]([CH3:11])=[CH:7][CH:8]=[CH:9][CH:10]=1)(=[O:3])[CH3:2].[Br:12][C:13]1[CH:18]=[CH:17][C:16](Br)=[CH:15][CH:14]=1.C([O-])([O-])=O.[K+].[K+].II. Product: [Br:12][C:13]1[CH:18]=[CH:17][C:16]([N:4]([C:5]2[CH:10]=[CH:9][CH:8]=[CH:7][C:6]=2[CH3:11])[C:1](=[O:3])[CH3:2])=[CH:15][CH:14]=1. The catalyst class is: 514. (6) Reactant: [Cl:1][C:2]1[N:7]=[C:6]([NH:8][C@@H:9]([C:12]([CH3:15])([CH3:14])[CH3:13])[CH:10]=O)[C:5]([F:16])=[CH:4][N:3]=1.C1(P(C2C=CC=CC=2)(C2C=CC=CC=2)=[CH:24][C:25]([O:27][CH2:28][CH3:29])=[O:26])C=CC=CC=1. Product: [Cl:1][C:2]1[N:7]=[C:6]([NH:8][C@@H:9]([C:12]([CH3:15])([CH3:14])[CH3:13])/[CH:10]=[CH:24]/[C:25]([O:27][CH2:28][CH3:29])=[O:26])[C:5]([F:16])=[CH:4][N:3]=1. The catalyst class is: 4. (7) Reactant: [NH2:1][CH2:2][CH2:3][CH2:4][NH:5][C:6](=[O:12])[O:7][C:8]([CH3:11])([CH3:10])[CH3:9].[C:13]([C:17]1[CH:18]=[C:19]([C:26]2[CH:27]=[N:28][C:29]([C:32]([F:35])([F:34])[F:33])=[CH:30][CH:31]=2)[C:20]([OH:25])=[C:21]([CH:24]=1)[CH:22]=O)([CH3:16])([CH3:15])[CH3:14].[BH4-].[Na+]. Product: [C:13]([C:17]1[CH:18]=[C:19]([C:26]2[CH:27]=[N:28][C:29]([C:32]([F:35])([F:33])[F:34])=[CH:30][CH:31]=2)[C:20]([OH:25])=[C:21]([CH:24]=1)[CH2:22][NH:1][CH2:2][CH2:3][CH2:4][NH:5][C:6](=[O:12])[O:7][C:8]([CH3:9])([CH3:11])[CH3:10])([CH3:16])([CH3:14])[CH3:15]. The catalyst class is: 5.